Dataset: Peptide-MHC class II binding affinity with 134,281 pairs from IEDB. Task: Regression. Given a peptide amino acid sequence and an MHC pseudo amino acid sequence, predict their binding affinity value. This is MHC class II binding data. The peptide sequence is NVTENFNMWKNNMVEQMH. The MHC is DRB1_0101 with pseudo-sequence DRB1_0101. The binding affinity (normalized) is 0.553.